This data is from NCI-60 drug combinations with 297,098 pairs across 59 cell lines. The task is: Regression. Given two drug SMILES strings and cell line genomic features, predict the synergy score measuring deviation from expected non-interaction effect. (1) Drug 1: C1C(C(OC1N2C=NC3=C2NC=NCC3O)CO)O. Drug 2: COCCOC1=C(C=C2C(=C1)C(=NC=N2)NC3=CC=CC(=C3)C#C)OCCOC.Cl. Cell line: PC-3. Synergy scores: CSS=7.65, Synergy_ZIP=-0.948, Synergy_Bliss=-1.63, Synergy_Loewe=2.39, Synergy_HSA=1.51. (2) Drug 1: C1=CC(=CC=C1CC(C(=O)O)N)N(CCCl)CCCl.Cl. Drug 2: C1=CC=C(C=C1)NC(=O)CCCCCCC(=O)NO. Cell line: NCI-H460. Synergy scores: CSS=35.4, Synergy_ZIP=2.32, Synergy_Bliss=5.59, Synergy_Loewe=1.50, Synergy_HSA=5.58. (3) Drug 1: C1CCN(CC1)CCOC2=CC=C(C=C2)C(=O)C3=C(SC4=C3C=CC(=C4)O)C5=CC=C(C=C5)O. Drug 2: COC1=NC(=NC2=C1N=CN2C3C(C(C(O3)CO)O)O)N. Cell line: A498. Synergy scores: CSS=1.35, Synergy_ZIP=0.0101, Synergy_Bliss=2.88, Synergy_Loewe=0.376, Synergy_HSA=1.65. (4) Drug 1: CN(C)C1=NC(=NC(=N1)N(C)C)N(C)C. Drug 2: C1=NNC2=C1C(=O)NC=N2. Cell line: K-562. Synergy scores: CSS=-3.02, Synergy_ZIP=-1.00, Synergy_Bliss=-5.41, Synergy_Loewe=-12.6, Synergy_HSA=-9.38.